From a dataset of Full USPTO retrosynthesis dataset with 1.9M reactions from patents (1976-2016). Predict the reactants needed to synthesize the given product. (1) Given the product [Cl:39][C:37]1[CH:34]=[CH:35][CH:36]=[CH:40][C:33]=1[CH:32]([C:10]1[CH2:14][C:13]([C:19]2[CH:20]=[C:21]([Cl:26])[CH:22]=[C:23]([Cl:25])[CH:24]=2)([C:15]([F:16])([F:18])[F:17])[O:12][N:11]=1)[NH:29][C:49]([CH:48]1[CH2:46][CH2:47]1)=[O:45], predict the reactants needed to synthesize it. The reactants are: ClC1C=CC([C:10]2[CH2:14][C:13]([C:19]3[CH:24]=[C:23]([Cl:25])[CH:22]=[C:21]([Cl:26])[CH:20]=3)([C:15]([F:18])([F:17])[F:16])[O:12][N:11]=2)=CC=1CN.C([N:29]([CH2:32][CH3:33])CC)C.[CH:34]1([C:37]([Cl:39])=O)[CH2:36][CH2:35]1.[C:40](=O)([O-])O.[Na+].[O:45]1[CH2:49][CH2:48][CH2:47][CH2:46]1. (2) Given the product [CH3:1][O:2][C:3](=[O:15])[CH2:4][C:5]1[CH:6]=[C:7]([B:16]2[O:20][C:19]([CH3:22])([CH3:21])[C:18]([CH3:24])([CH3:23])[O:17]2)[CH:8]=[C:9]([CH:11]([CH3:13])[CH3:12])[CH:10]=1, predict the reactants needed to synthesize it. The reactants are: [CH3:1][O:2][C:3](=[O:15])[CH2:4][C:5]1[CH:10]=[C:9]([CH:11]([CH3:13])[CH3:12])[CH:8]=[C:7](Br)[CH:6]=1.[B:16]1([B:16]2[O:20][C:19]([CH3:22])([CH3:21])[C:18]([CH3:24])([CH3:23])[O:17]2)[O:20][C:19]([CH3:22])([CH3:21])[C:18]([CH3:24])([CH3:23])[O:17]1.C(Cl)Cl.C([O-])(=O)C.[K+].